This data is from Full USPTO retrosynthesis dataset with 1.9M reactions from patents (1976-2016). The task is: Predict the reactants needed to synthesize the given product. The reactants are: [CH3:1][C@@:2]1([OH:18])[C@H:6]([OH:7])[C@@H:5]([CH2:8][OH:9])[O:4][C@H:3]1[N:10]1[CH:17]=[CH:16][C:14](=[O:15])[NH:13][C:11]1=[O:12].[C:19]([OH:22])(=O)[CH3:20]. Given the product [C:3]([O:18][C@:2]1([CH3:1])[C@H:6]([O:7][C:6](=[O:7])[CH3:5])[C@@H:5]([CH2:8][O:9][C:19](=[O:22])[CH3:20])[O:4][C@H:3]1[N:10]1[CH:17]=[CH:16][C:14](=[O:15])[NH:13][C:11]1=[O:12])(=[O:4])[CH3:2], predict the reactants needed to synthesize it.